Dataset: Peptide-MHC class I binding affinity with 185,985 pairs from IEDB/IMGT. Task: Regression. Given a peptide amino acid sequence and an MHC pseudo amino acid sequence, predict their binding affinity value. This is MHC class I binding data. (1) The MHC is HLA-B57:01 with pseudo-sequence HLA-B57:01. The peptide sequence is RPRLWRSVI. The binding affinity (normalized) is 0.0847. (2) The peptide sequence is CTDPYSQMV. The MHC is HLA-C03:03 with pseudo-sequence HLA-C03:03. The binding affinity (normalized) is 0.0847. (3) The peptide sequence is SIPFGLMSA. The MHC is HLA-B39:01 with pseudo-sequence HLA-B39:01. The binding affinity (normalized) is 0.0847. (4) The peptide sequence is ITLWQRPLV. The MHC is HLA-B35:03 with pseudo-sequence HLA-B35:03. The binding affinity (normalized) is 0.